Dataset: Forward reaction prediction with 1.9M reactions from USPTO patents (1976-2016). Task: Predict the product of the given reaction. Given the reactants Br[C:2]1[CH:3]=[C:4]2[C:8](=[CH:9][CH:10]=1)[N:7]([C:11]1[CH:16]=[CH:15][N:14]=[C:13]([NH2:17])[N:12]=1)[CH:6]=[CH:5]2.[OH2:18], predict the reaction product. The product is: [NH2:17][C:13]1[N:12]=[C:11]([N:7]2[C:8]3[C:4](=[CH:3][C:2]([NH:7][C:6](=[O:18])[CH2:5][C:4]4[CH:8]=[CH:9][CH:10]=[CH:2][CH:3]=4)=[CH:10][CH:9]=3)[CH:5]=[CH:6]2)[CH:16]=[CH:15][N:14]=1.